Dataset: Forward reaction prediction with 1.9M reactions from USPTO patents (1976-2016). Task: Predict the product of the given reaction. Given the reactants C(O[C:4](=[O:21])[CH2:5][C:6]([CH:8]1[CH2:13][CH2:12][N:11]([C:14]([O:16][C:17]([CH3:20])([CH3:19])[CH3:18])=[O:15])[CH2:10][CH2:9]1)=O)C.[CH3:22][O:23][C:24]1[CH:32]=[CH:31][CH:30]=[C:29]2[C:25]=1[C:26]([NH2:33])=[N:27][NH:28]2.P([O-])([O-])([O-])=O.[K+].[K+].[K+].Cl, predict the reaction product. The product is: [CH3:22][O:23][C:24]1[C:25]2[C:29]([CH:30]=[CH:31][CH:32]=1)=[N:28][N:27]1[C:4](=[O:21])[CH:5]=[C:6]([CH:8]3[CH2:9][CH2:10][N:11]([C:14]([O:16][C:17]([CH3:18])([CH3:19])[CH3:20])=[O:15])[CH2:12][CH2:13]3)[NH:33][C:26]=21.